Dataset: Forward reaction prediction with 1.9M reactions from USPTO patents (1976-2016). Task: Predict the product of the given reaction. (1) Given the reactants [CH3:1][O:2][C:3]1[C:4](=[O:9])[NH:5][CH:6]=[CH:7][CH:8]=1.C(=O)([O-])[O-].[K+].[K+].Br[CH2:17][CH2:18][CH2:19][CH2:20][Cl:21], predict the reaction product. The product is: [Cl:21][CH2:20][CH2:19][CH2:18][CH2:17][N:5]1[CH:6]=[CH:7][CH:8]=[C:3]([O:2][CH3:1])[C:4]1=[O:9]. (2) Given the reactants [C:1]1([C:19]2[CH:24]=[CH:23][CH:22]=[CH:21][CH:20]=2)[CH:6]=[CH:5][C:4]([C:7]2[CH:8]=[N:9][N:10]([C:12]3[CH:13]=[C:14]([OH:18])[CH:15]=[CH:16][CH:17]=3)[CH:11]=2)=[CH:3][CH:2]=1.Br[C:26]1[CH:27]=[C:28]([CH:36]=[CH:37][CH:38]=1)[O:29][C:30]1[CH:35]=[CH:34][CH:33]=[CH:32][N:31]=1.N1C=CC=CC=1C(O)=O.[O-]P([O-])([O-])=O.[K+].[K+].[K+], predict the reaction product. The product is: [C:1]1([C:19]2[CH:20]=[CH:21][CH:22]=[CH:23][CH:24]=2)[CH:6]=[CH:5][C:4]([C:7]2[CH:8]=[N:9][N:10]([C:12]3[CH:13]=[C:14]([CH:15]=[CH:16][CH:17]=3)[O:18][C:26]3[CH:27]=[C:28]([CH:36]=[CH:37][CH:38]=3)[O:29][C:30]3[CH:35]=[CH:34][CH:33]=[CH:32][N:31]=3)[CH:11]=2)=[CH:3][CH:2]=1. (3) Given the reactants Cl[C:2]1[N:7]=[C:6]([C:8]2[CH:9]=[C:10]([CH:25]=[CH:26][CH:27]=2)[CH2:11][N:12]([CH2:17][CH2:18][C:19]2[CH:24]=[CH:23][CH:22]=[CH:21][N:20]=2)[S:13]([CH3:16])(=[O:15])=[O:14])[CH:5]=[CH:4][N:3]=1.[NH2:28][CH2:29][CH2:30][C:31]1[CH:36]=[CH:35][C:34]([OH:37])=[CH:33][CH:32]=1, predict the reaction product. The product is: [OH:37][C:34]1[CH:35]=[CH:36][C:31]([CH2:30][CH2:29][NH:28][C:2]2[N:7]=[C:6]([C:8]3[CH:9]=[C:10]([CH:25]=[CH:26][CH:27]=3)[CH2:11][N:12]([CH2:17][CH2:18][C:19]3[CH:24]=[CH:23][CH:22]=[CH:21][N:20]=3)[S:13]([CH3:16])(=[O:15])=[O:14])[CH:5]=[CH:4][N:3]=2)=[CH:32][CH:33]=1. (4) Given the reactants C(N(CC)CC)C.[CH:8]([C:10]1[C:18]2[C:13](=[CH:14][CH:15]=[CH:16][CH:17]=2)[N:12](C(OC(C)(C)C)=O)[CH:11]=1)=[O:9].[CH:26](=[N:33][C:34]1[CH:39]=[C:38]([O:40][CH3:41])[N:37]=[CH:36][N:35]=1)[C:27]1[CH:32]=[CH:31][CH:30]=[CH:29][CH:28]=1, predict the reaction product. The product is: [NH:12]1[C:13]2[C:18](=[CH:17][CH:16]=[CH:15][CH:14]=2)[C:10]([C:8](=[O:9])[CH:26]([NH:33][C:34]2[CH:39]=[C:38]([O:40][CH3:41])[N:37]=[CH:36][N:35]=2)[C:27]2[CH:28]=[CH:29][CH:30]=[CH:31][CH:32]=2)=[CH:11]1. (5) Given the reactants C(O[BH-](OC(=O)C)OC(=O)C)(=O)C.[Na+].C(O)(=O)C.[NH:19]1[C:27]2[C:22](=[CH:23][C:24]([C:28]3[CH:29]=[C:30]([CH:34]=O)[CH:31]=[N:32][CH:33]=3)=[CH:25][CH:26]=2)[CH:21]=[CH:20]1.[CH3:36][N:37]([CH3:41])[CH2:38][CH2:39][NH2:40], predict the reaction product. The product is: [NH:19]1[C:27]2[C:22](=[CH:23][C:24]([C:28]3[CH:29]=[C:30]([CH2:34][NH:40][CH2:39][CH2:38][N:37]([CH3:41])[CH3:36])[CH:31]=[N:32][CH:33]=3)=[CH:25][CH:26]=2)[CH:21]=[CH:20]1. (6) Given the reactants [N:1]1([C:6]([O:8][CH2:9][CH2:10][C:11]2[CH:24]=[CH:23][C:22]3[C:21](=[O:25])[C:20]4[C:15](=[CH:16][CH:17]=[CH:18][CH:19]=4)[C:14](=[O:26])[C:13]=3[CH:12]=2)=[O:7])[CH:5]=[CH:4]N=[CH:2]1.N1CCC[CH2:29][CH2:28]1, predict the reaction product. The product is: [N:1]1([C:6]([O:8][CH2:9][CH2:10][C:11]2[CH:24]=[CH:23][C:22]3[C:21](=[O:25])[C:20]4[C:15](=[CH:16][CH:17]=[CH:18][CH:19]=4)[C:14](=[O:26])[C:13]=3[CH:12]=2)=[O:7])[CH2:2][CH2:29][CH2:28][CH2:4][CH2:5]1. (7) The product is: [C:3]([O:7][C:8](=[O:37])[N:9]([CH2:20][CH2:21][N:22]([S:23]([C:26]1[C:27]2[CH:28]=[CH:29][N:30]=[CH:31][C:32]=2[CH:33]=[C:34]([Br:36])[CH:35]=1)(=[O:24])=[O:25])[CH3:38])[CH2:10][CH2:11][O:12][C:13]1[CH:18]=[CH:17][C:16]([Cl:19])=[CH:15][CH:14]=1)([CH3:6])([CH3:4])[CH3:5]. Given the reactants CI.[C:3]([O:7][C:8](=[O:37])[N:9]([CH2:20][CH2:21][NH:22][S:23]([C:26]1[C:27]2[CH:28]=[CH:29][N:30]=[CH:31][C:32]=2[CH:33]=[C:34]([Br:36])[CH:35]=1)(=[O:25])=[O:24])[CH2:10][CH2:11][O:12][C:13]1[CH:18]=[CH:17][C:16]([Cl:19])=[CH:15][CH:14]=1)([CH3:6])([CH3:5])[CH3:4].[C:38](=O)([O-])[O-].[K+].[K+], predict the reaction product. (8) Given the reactants [C:1]([O:5][C:6]([N:8]1[CH2:12][C@H:11]([S:13][CH2:14][C:15]2[CH:20]=[CH:19][C:18]([O:21][CH3:22])=[CH:17][CH:16]=2)[CH2:10][C@H:9]1[CH2:23][CH2:24][C:25](=[O:30])N(OC)C)=[O:7])([CH3:4])([CH3:3])[CH3:2].[F:31][C:32]1[CH:37]=[CH:36][C:35]([Mg]Br)=[CH:34][CH:33]=1, predict the reaction product. The product is: [C:1]([O:5][C:6]([N:8]1[CH2:12][C@H:11]([S:13][CH2:14][C:15]2[CH:16]=[CH:17][C:18]([O:21][CH3:22])=[CH:19][CH:20]=2)[CH2:10][C@H:9]1[CH2:23][CH2:24][C:25]([C:35]1[CH:36]=[CH:37][C:32]([F:31])=[CH:33][CH:34]=1)=[O:30])=[O:7])([CH3:2])([CH3:4])[CH3:3]. (9) Given the reactants [CH3:1][O:2][C:3]1[CH:8]=[CH:7][CH:6]=[CH:5][C:4]=1B(O)O.[NH2:12][C:13]1[C:20]([N+:21]([O-:23])=[O:22])=[CH:19][CH:18]=[C:17](Cl)[C:14]=1[C:15]#[N:16], predict the reaction product. The product is: [NH2:12][C:13]1[C:20]([N+:21]([O-:23])=[O:22])=[CH:19][CH:18]=[C:17]([C:4]2[CH:5]=[CH:6][CH:7]=[CH:8][C:3]=2[O:2][CH3:1])[C:14]=1[C:15]#[N:16]. (10) Given the reactants [O:1]=[C:2]1[NH:6][CH:5]([C:7]([OH:9])=[O:8])[CH2:4][CH2:3]1.[CH3:10]O, predict the reaction product. The product is: [CH3:10][O:8][C:7]([CH:5]1[CH2:4][CH2:3][C:2](=[O:1])[NH:6]1)=[O:9].